Dataset: NCI-60 drug combinations with 297,098 pairs across 59 cell lines. Task: Regression. Given two drug SMILES strings and cell line genomic features, predict the synergy score measuring deviation from expected non-interaction effect. (1) Drug 1: C1=CC(=CC=C1CC(C(=O)O)N)N(CCCl)CCCl.Cl. Drug 2: C(CCl)NC(=O)N(CCCl)N=O. Cell line: SF-295. Synergy scores: CSS=22.0, Synergy_ZIP=-2.24, Synergy_Bliss=4.31, Synergy_Loewe=-1.02, Synergy_HSA=4.89. (2) Drug 1: C(CC(=O)O)C(=O)CN.Cl. Drug 2: CC(C)CN1C=NC2=C1C3=CC=CC=C3N=C2N. Cell line: UACC-257. Synergy scores: CSS=6.19, Synergy_ZIP=-1.47, Synergy_Bliss=-0.188, Synergy_Loewe=-0.699, Synergy_HSA=-1.53.